From a dataset of Reaction yield outcomes from USPTO patents with 853,638 reactions. Predict the reaction yield, written as a fraction of the theoretical maximum amount of product (1.0 means a 100% yield; for example, 0.34 means a 34% yield). The reactants are [CH:1]1[C:6]([OH:7])=[CH:5][CH:4]=[CH:3][C:2]=1[CH3:8].[CH2:9](Br)[CH:10]=[CH2:11].C(=O)([O-])[O-].[K+].[K+]. The catalyst is CC(C)=O. The product is [CH3:8][C:2]1[CH:1]=[C:6]([O:7][CH2:11][CH:10]=[CH2:9])[CH:5]=[CH:4][CH:3]=1. The yield is 0.950.